Dataset: Full USPTO retrosynthesis dataset with 1.9M reactions from patents (1976-2016). Task: Predict the reactants needed to synthesize the given product. Given the product [Br:15][C:5]1[C:6]([C:9]2[CH:14]=[CH:13][CH:12]=[CH:11][CH:10]=2)=[N:7][NH:8][C:4]=1[O:3][CH2:1][CH3:2], predict the reactants needed to synthesize it. The reactants are: [CH2:1]([O:3][C:4]1[NH:8][N:7]=[C:6]([C:9]2[CH:14]=[CH:13][CH:12]=[CH:11][CH:10]=2)[CH:5]=1)[CH3:2].[Br:15]Br.